This data is from Forward reaction prediction with 1.9M reactions from USPTO patents (1976-2016). The task is: Predict the product of the given reaction. (1) Given the reactants [CH2:1]([N:8]1[CH2:12][C@H:11]([O:13][Si:14]([C:17]([CH3:20])([CH3:19])[CH3:18])([CH3:16])[CH3:15])[C@@H:10](O)[CH2:9]1)[C:2]1[CH:7]=[CH:6][CH:5]=[CH:4][CH:3]=1.C1(P(C2C=CC=CC=2)C2C=CC=CC=2)C=CC=CC=1.N(C(OC(C)C)=O)=NC(OC(C)C)=O.C1(P([N:69]=[N+:70]=[N-:71])(C2C=CC=CC=2)=O)C=CC=CC=1, predict the reaction product. The product is: [CH2:1]([N:8]1[CH2:12][C@H:11]([O:13][Si:14]([C:17]([CH3:20])([CH3:19])[CH3:18])([CH3:16])[CH3:15])[C@H:10]([N:69]=[N+:70]=[N-:71])[CH2:9]1)[C:2]1[CH:7]=[CH:6][CH:5]=[CH:4][CH:3]=1. (2) Given the reactants [NH2:1][C:2]1[CH:11]=[CH:10][CH:9]=[C:8]2[C:3]=1[CH:4]=[CH:5][C:6]([CH3:12])=[N:7]2.[CH3:13][O:14][C:15]1[CH:22]=[CH:21][CH:20]=[CH:19][C:16]=1[CH:17]=O.C(O)(=O)C, predict the reaction product. The product is: [CH3:13][O:14][C:15]1[CH:22]=[CH:21][CH:20]=[CH:19][C:16]=1[CH:17]=[N:1][C:2]1[CH:11]=[CH:10][CH:9]=[C:8]2[C:3]=1[CH:4]=[CH:5][C:6]([CH3:12])=[N:7]2. (3) Given the reactants [Br:1][C:2]1[C:3]([OH:11])=[C:4]([CH:7]=[C:8]([Br:10])[CH:9]=1)[CH:5]=O.[CH3:12][O:13][C:14]1[CH:19]=[CH:18][C:17]([CH2:20][C:21](O)=[O:22])=[CH:16][CH:15]=1.C(N(CC)CC)C.[OH-].[Na+], predict the reaction product. The product is: [Br:10][C:8]1[CH:7]=[C:4]2[C:3](=[C:2]([Br:1])[CH:9]=1)[O:11][C:21](=[O:22])[C:20]([C:17]1[CH:18]=[CH:19][C:14]([O:13][CH3:12])=[CH:15][CH:16]=1)=[CH:5]2. (4) Given the reactants CON(C)[C:4](=[O:12])[CH2:5][CH:6]([CH3:11])[CH2:7][C:8]([OH:10])=[O:9].[CH3:14][Li].Cl, predict the reaction product. The product is: [CH3:11][CH:6]([CH2:5][C:4](=[O:12])[CH3:14])[CH2:7][C:8]([OH:10])=[O:9]. (5) Given the reactants [Br:1][C:2]1[CH:7]=[CH:6][C:5]([C:8]2[CH:13]=[CH:12][C:11]([NH:14][C:15]([NH:17][C:18]3[CH:23]=[CH:22][C:21]([O:24][C:25]4[CH:30]=[CH:29][N:28]=[C:27]([NH:31][CH2:32][CH2:33][CH2:34][CH2:35][N:36]([CH3:38])[CH3:37])[N:26]=4)=[CH:20][C:19]=3C)=[O:16])=[CH:10][C:9]=2[C:40]([F:43])([F:42])[F:41])=[CH:4][CH:3]=1.NC1C=CC(OC2C=CN=C(NCCCCN(C)C)N=2)=CC=1, predict the reaction product. The product is: [Br:1][C:2]1[CH:7]=[CH:6][C:5]([C:8]2[CH:13]=[CH:12][C:11]([NH:14][C:15]([NH:17][C:18]3[CH:19]=[CH:20][C:21]([O:24][C:25]4[CH:30]=[CH:29][N:28]=[C:27]([NH:31][CH2:32][CH2:33][CH2:34][CH2:35][N:36]([CH3:38])[CH3:37])[N:26]=4)=[CH:22][CH:23]=3)=[O:16])=[CH:10][C:9]=2[C:40]([F:42])([F:41])[F:43])=[CH:4][CH:3]=1. (6) Given the reactants [Cl:1][C:2]1[CH:7]=[CH:6][C:5]([C:8]2[N:12]([C:13]3[CH:18]=[CH:17][C:16]([Cl:19])=[CH:15][C:14]=3[Cl:20])[N:11]=[C:10]([C:21]([NH2:23])=O)[C:9]=2[CH3:24])=[CH:4][CH:3]=1.O, predict the reaction product. The product is: [Cl:1][C:2]1[CH:3]=[CH:4][C:5]([C:8]2[N:12]([C:13]3[CH:18]=[CH:17][C:16]([Cl:19])=[CH:15][C:14]=3[Cl:20])[N:11]=[C:10]([C:21]#[N:23])[C:9]=2[CH3:24])=[CH:6][CH:7]=1. (7) Given the reactants Br[C:2]1[CH:3]=[C:4]2[C:9](=[CH:10][CH:11]=1)[N:8]=[C:7]([CH3:12])[C:6]([C:13](=[O:18])[C:14]([F:17])([F:16])[F:15])=[C:5]2[C:19]1[CH:24]=[CH:23][C:22]([F:25])=[CH:21][CH:20]=1.[CH3:26][N:27]([CH3:33])[CH:28]1[CH2:32][CH2:31][NH:30][CH2:29]1, predict the reaction product. The product is: [CH3:26][N:27]([CH3:33])[CH:28]1[CH2:32][CH2:31][N:30]([C:2]2[CH:3]=[C:4]3[C:9](=[CH:10][CH:11]=2)[N:8]=[C:7]([CH3:12])[C:6]([C:13](=[O:18])[C:14]([F:17])([F:16])[F:15])=[C:5]3[C:19]2[CH:24]=[CH:23][C:22]([F:25])=[CH:21][CH:20]=2)[CH2:29]1.